From a dataset of Cav3 T-type calcium channel HTS with 100,875 compounds. Binary Classification. Given a drug SMILES string, predict its activity (active/inactive) in a high-throughput screening assay against a specified biological target. The compound is O=C(Nc1c([N+]([O-])=O)cc(OC)cc1)C(CC)(C)C. The result is 0 (inactive).